Dataset: Forward reaction prediction with 1.9M reactions from USPTO patents (1976-2016). Task: Predict the product of the given reaction. Given the reactants [Cl:1][C:2]1[N:10]=[C:9]2[C:5]([N:6]=[CH:7][N:8]2[CH:11]2[CH2:15][CH2:14][S:13][CH2:12]2)=[C:4](Cl)[N:3]=1.C(O)CCC.[I:22][C:23]1[CH:24]=[C:25]([CH2:29][NH2:30])[CH:26]=[CH:27][CH:28]=1, predict the reaction product. The product is: [Cl:1][C:2]1[N:10]=[C:9]2[C:5]([N:6]=[CH:7][N:8]2[CH:11]2[CH2:15][CH2:14][S:13][CH2:12]2)=[C:4]([NH:30][CH2:29][C:25]2[CH:26]=[CH:27][CH:28]=[C:23]([I:22])[CH:24]=2)[N:3]=1.